This data is from Forward reaction prediction with 1.9M reactions from USPTO patents (1976-2016). The task is: Predict the product of the given reaction. (1) Given the reactants Br[C:2]1[CH:7]=[CH:6][CH:5]=[C:4]([CH2:8][F:9])[N:3]=1.[CH2:10]([N:14]1[N:18]=[C:17]2[CH:19]=[CH:20][CH:21]=[C:22]([N+:23]([O-:25])=[O:24])[C:16]2=[N:15]1)[CH2:11][C:12]#[CH:13], predict the reaction product. The product is: [F:9][CH2:8][C:4]1[N:3]=[C:2]([C:13]#[C:12][CH2:11][CH2:10][N:14]2[N:18]=[C:17]3[CH:19]=[CH:20][CH:21]=[C:22]([N+:23]([O-:25])=[O:24])[C:16]3=[N:15]2)[CH:7]=[CH:6][CH:5]=1. (2) Given the reactants Cl[C:2]1[CH:7]=[C:6]([O:8][C:9]2[C:10]([CH3:18])=[N:11][C:12]([N+:15]([O-:17])=[O:16])=[CH:13][CH:14]=2)[CH:5]=[CH:4][N:3]=1.C[Si]([C:23]#[CH:24])(C)C.CCCC[N+](CCCC)(CCCC)CCCC.[F-], predict the reaction product. The product is: [C:23]([C:2]1[CH:7]=[C:6]([O:8][C:9]2[C:10]([CH3:18])=[N:11][C:12]([N+:15]([O-:17])=[O:16])=[CH:13][CH:14]=2)[CH:5]=[CH:4][N:3]=1)#[CH:24]. (3) Given the reactants [I:1][C:2]1[CH:3]=[C:4]2[C:8](=[CH:9][CH:10]=1)[N:7]([C:11]([O:13][CH2:14][CH3:15])=[O:12])[C:6](OS(C(F)(F)F)(=O)=O)=[CH:5]2.[Cl:24][C:25]1[CH:30]=[CH:29][CH:28]=[CH:27][C:26]=1B(O)O.C([O-])(O)=O.[Na+].N#N, predict the reaction product. The product is: [Cl:24][C:25]1[CH:30]=[CH:29][CH:28]=[CH:27][C:26]=1[C:6]1[N:7]([C:11]([O:13][CH2:14][CH3:15])=[O:12])[C:8]2[C:4]([CH:5]=1)=[CH:3][C:2]([I:1])=[CH:10][CH:9]=2. (4) The product is: [C:36]([NH:12][CH:7]1[CH2:6][C:5]2[C:9](=[CH:10][CH:11]=[C:3]([OH:2])[CH:4]=2)[CH2:8]1)([O:35][C:32]([CH3:34])([CH3:33])[CH3:31])=[O:37]. Given the reactants C[O:2][C:3]1[CH:4]=[C:5]2[C:9](=[CH:10][CH:11]=1)[CH2:8][CH:7]([NH2:12])[CH2:6]2.Br.OC1C=C2C(=CC=1)CC(N)C2.C([O-])([O-])=O.[K+].[K+].[CH3:31][C:32]([O:35][C:36](O[C:36]([O:35][C:32]([CH3:34])([CH3:33])[CH3:31])=[O:37])=[O:37])([CH3:34])[CH3:33].[NH4+].[Cl-], predict the reaction product. (5) Given the reactants [F:1][C:2]1[CH:3]=[C:4]([CH:6]=[C:7]([B:9]2[O:13][C:12]([CH3:15])([CH3:14])[C:11]([CH3:17])([CH3:16])[O:10]2)[CH:8]=1)[NH2:5].Cl[C:19]1[N:24]=[C:23]([C:25]([F:28])([F:27])[F:26])[CH:22]=[CH:21][N:20]=1.O1CCOCC1.CS(O)(=O)=O, predict the reaction product. The product is: [F:1][C:2]1[CH:3]=[C:4]([NH:5][C:19]2[N:24]=[C:23]([C:25]([F:28])([F:27])[F:26])[CH:22]=[CH:21][N:20]=2)[CH:6]=[C:7]([B:9]2[O:13][C:12]([CH3:15])([CH3:14])[C:11]([CH3:17])([CH3:16])[O:10]2)[CH:8]=1. (6) Given the reactants [Cl:1][C:2]1[CH:3]=[C:4]([NH:8][C:9]2[N:10]([C:19]3[CH:24]=[CH:23][CH:22]=[C:21]([Cl:25])[CH:20]=3)[N:11]=[C:12]3[C:17]=2[CH:16]=[CH:15][C:14]([F:18])=[CH:13]3)[CH:5]=[CH:6][CH:7]=1.[CH:26]1([N:32]=[C:33]=[O:34])[CH2:31][CH2:30][CH2:29][CH2:28][CH2:27]1.CCN(CC)CC, predict the reaction product. The product is: [Cl:1][C:2]1[CH:3]=[C:4]([N:8]([C:9]2[N:10]([C:19]3[CH:24]=[CH:23][CH:22]=[C:21]([Cl:25])[CH:20]=3)[N:11]=[C:12]3[C:17]=2[CH:16]=[CH:15][C:14]([F:18])=[CH:13]3)[C:33]([NH:32][CH:26]2[CH2:31][CH2:30][CH2:29][CH2:28][CH2:27]2)=[O:34])[CH:5]=[CH:6][CH:7]=1.